Dataset: Forward reaction prediction with 1.9M reactions from USPTO patents (1976-2016). Task: Predict the product of the given reaction. (1) The product is: [CH3:1][O:2][C:3]1[CH:4]=[C:5]2[C:9](=[CH:10][C:11]=1[O:12][CH3:13])[C:8](=[O:14])[C:7](=[CH:21][C:18]1[CH:19]=[CH:20][N:15]=[CH:16][CH:17]=1)[CH2:6]2. Given the reactants [CH3:1][O:2][C:3]1[CH:4]=[C:5]2[C:9](=[CH:10][C:11]=1[O:12][CH3:13])[C:8](=[O:14])[CH2:7][CH2:6]2.[N:15]1[CH:20]=[CH:19][C:18]([CH:21]=O)=[CH:17][CH:16]=1, predict the reaction product. (2) Given the reactants S(=O)(=O)(O)N.Cl([O-])=O.[Na+].[CH2:10]([O:17][C@@H:18]1[C@@H:24]([O:25][CH2:26][C:27]2[CH:32]=[CH:31][CH:30]=[CH:29][CH:28]=2)[C@H:23]([O:33][CH2:34][C:35]2[CH:40]=[CH:39][CH:38]=[CH:37][CH:36]=2)[C@@H:22]([CH2:41][O:42][CH2:43][C:44]2[CH:49]=[CH:48][CH:47]=[CH:46][CH:45]=2)[O:21][C:19]1([C:50]1[CH:55]=[C:54]([CH:56]([O:59]C)[O:57]C)[CH:53]=[CH:52][C:51]=1[CH3:61])[OH:20])[C:11]1[CH:16]=[CH:15][CH:14]=[CH:13][CH:12]=1, predict the reaction product. The product is: [CH3:61][C:51]1[CH:52]=[CH:53][C:54]([C:56]([OH:59])=[O:57])=[CH:55][C:50]=1[C:19]1([OH:20])[C@H:18]([O:17][CH2:10][C:11]2[CH:12]=[CH:13][CH:14]=[CH:15][CH:16]=2)[C@@H:24]([O:25][CH2:26][C:27]2[CH:32]=[CH:31][CH:30]=[CH:29][CH:28]=2)[C@H:23]([O:33][CH2:34][C:35]2[CH:36]=[CH:37][CH:38]=[CH:39][CH:40]=2)[C@@H:22]([CH2:41][O:42][CH2:43][C:44]2[CH:45]=[CH:46][CH:47]=[CH:48][CH:49]=2)[O:21]1. (3) Given the reactants [NH2:1][C:2]1[C:7]([N+:8]([O-])=O)=[C:6]([N:11]2[CH2:16][CH2:15][N:14]([CH2:17][C:18]([NH:20][C:21]3[S:22][CH:23]=[CH:24][N:25]=3)=[O:19])[CH2:13][CH2:12]2)[C:5]([Cl:26])=[CH:4][N:3]=1.[CH:27](=O)[C:28]1[CH:33]=[CH:32][CH:31]=[CH:30][CH:29]=1.S(S([O-])=O)([O-])=O.[Na+].[Na+], predict the reaction product. The product is: [Cl:26][C:5]1[C:6]([N:11]2[CH2:16][CH2:15][N:14]([CH2:17][C:18]([NH:20][C:21]3[S:22][CH:23]=[CH:24][N:25]=3)=[O:19])[CH2:13][CH2:12]2)=[C:7]2[N:8]=[C:27]([C:28]3[CH:33]=[CH:32][CH:31]=[CH:30][CH:29]=3)[NH:1][C:2]2=[N:3][CH:4]=1. (4) Given the reactants Cl[C:2]1[N:10]([C:11]2[CH:16]=[CH:15][CH:14]=[CH:13][C:12]=2[Cl:17])[C:9]2[C:8](=[O:18])[NH:7][C:6](=[O:19])[N:5]([CH3:20])[C:4]=2[N:3]=1.[C:21]([O:25][C:26]([N:28]1[CH2:33][CH2:32][NH:31][CH2:30][CH2:29]1)=[O:27])([CH3:24])([CH3:23])[CH3:22], predict the reaction product. The product is: [C:21]([O:25][C:26]([N:28]1[CH2:33][CH2:32][N:31]([C:2]2[N:10]([C:11]3[CH:16]=[CH:15][CH:14]=[CH:13][C:12]=3[Cl:17])[C:9]3[C:8](=[O:18])[NH:7][C:6](=[O:19])[N:5]([CH3:20])[C:4]=3[N:3]=2)[CH2:30][CH2:29]1)=[O:27])([CH3:24])([CH3:22])[CH3:23]. (5) Given the reactants [OH-].[Na+].[CH2:3]([C:5]([S:21][CH2:22][CH2:23][CH2:24][CH2:25]/[CH:26]=[CH:27]\[CH2:28]/[CH:29]=[CH:30]\[CH2:31]/[CH:32]=[CH:33]\[CH2:34]/[CH:35]=[CH:36]\[CH2:37]/[CH:38]=[CH:39]\[CH2:40][CH3:41])([CH2:19][CH3:20])[C:6]([NH:8][C@@H:9]([CH2:15][CH:16]([CH3:18])[CH3:17])[C:10]([O:12]CC)=[O:11])=[O:7])[CH3:4].Cl, predict the reaction product. The product is: [CH2:3]([C:5]([S:21][CH2:22][CH2:23][CH2:24][CH2:25]/[CH:26]=[CH:27]\[CH2:28]/[CH:29]=[CH:30]\[CH2:31]/[CH:32]=[CH:33]\[CH2:34]/[CH:35]=[CH:36]\[CH2:37]/[CH:38]=[CH:39]\[CH2:40][CH3:41])([CH2:19][CH3:20])[C:6]([NH:8][C@@H:9]([CH2:15][CH:16]([CH3:18])[CH3:17])[C:10]([OH:12])=[O:11])=[O:7])[CH3:4]. (6) Given the reactants Cl.Cl[C:3]1C=CC=C[C:4]=1C(OC1CNC1)C1C=CC=CC=1Cl.[N-]=C=O.[Cl:25][C:26]1[CH:51]=[CH:50][CH:49]=[CH:48][C:27]=1[CH:28]([O:36][CH:37]1[CH2:40][N:39]([C:41]([NH:43][C:44]([CH3:47])([CH3:46])C)=[O:42])[CH2:38]1)[C:29]1[CH:34]=[CH:33][CH:32]=[CH:31][C:30]=1[Cl:35], predict the reaction product. The product is: [Cl:25][C:26]1[CH:51]=[CH:50][CH:49]=[CH:48][C:27]=1[CH:28]([O:36][CH:37]1[CH2:40][N:39]([C:41]([NH:43][CH:44]2[CH2:46][CH2:4][CH2:3][CH2:47]2)=[O:42])[CH2:38]1)[C:29]1[CH:34]=[CH:33][CH:32]=[CH:31][C:30]=1[Cl:35]. (7) Given the reactants [CH2:1]([N:8]1[C:16]2[C:11](=[CH:12][C:13]([O:17][CH2:18][O:19][CH3:20])=[CH:14][CH:15]=2)[C:10]([CH2:21][OH:22])=[C:9]1[CH:23]([CH3:25])[CH3:24])[C:2]1[CH:7]=[CH:6][CH:5]=[CH:4][CH:3]=1.C[N+]1([O-])CCOCC1, predict the reaction product. The product is: [CH2:1]([N:8]1[C:16]2[C:11](=[CH:12][C:13]([O:17][CH2:18][O:19][CH3:20])=[CH:14][CH:15]=2)[C:10]([CH:21]=[O:22])=[C:9]1[CH:23]([CH3:25])[CH3:24])[C:2]1[CH:3]=[CH:4][CH:5]=[CH:6][CH:7]=1.